This data is from Forward reaction prediction with 1.9M reactions from USPTO patents (1976-2016). The task is: Predict the product of the given reaction. (1) Given the reactants [CH2:1]([O:3][C:4]1[CH:5]=[C:6]([CH2:13][CH:14]([NH:27][CH:28]=O)[CH2:15][N:16]2[C:24](=[O:25])[C:23]3[C:18](=[CH:19][CH:20]=[CH:21][CH:22]=3)[C:17]2=[O:26])[CH:7]=[CH:8][C:9]=1[O:10][CH2:11][CH3:12])[CH3:2].O=P(Cl)(Cl)Cl, predict the reaction product. The product is: [CH2:1]([O:3][C:4]1[CH:5]=[C:6]2[C:7](=[CH:8][C:9]=1[O:10][CH2:11][CH3:12])[CH:28]=[N:27][CH:14]([CH2:15][N:16]1[C:24](=[O:25])[C:23]3[C:18](=[CH:19][CH:20]=[CH:21][CH:22]=3)[C:17]1=[O:26])[CH2:13]2)[CH3:2]. (2) Given the reactants C(N(C(C)C)CC)(C)C.[CH2:10]([O:12][C:13](=[O:22])[CH2:14][CH2:15][CH2:16][CH2:17][CH2:18][N:19]=[C:20]=[O:21])[CH3:11].[C:23]([O:27][C:28](=[O:56])[NH:29][C:30]([C:32]1[S:33][C:34]([S:54][CH3:55])=[C:35]([S:37]([C:40]2[CH:41]=[C:42]([C:46]3[CH:51]=[CH:50][C:49]([NH2:52])=[CH:48][C:47]=3[CH3:53])[CH:43]=[CH:44][CH:45]=2)(=[O:39])=[O:38])[CH:36]=1)=[NH:31])([CH3:26])([CH3:25])[CH3:24], predict the reaction product. The product is: [CH2:10]([O:12][C:13](=[O:22])[CH2:14][CH2:15][CH2:16][CH2:17][CH2:18][NH:19][C:20]([NH:52][C:49]1[CH:50]=[CH:51][C:46]([C:42]2[CH:43]=[CH:44][CH:45]=[C:40]([S:37]([C:35]3[CH:36]=[C:32]([C:30]([NH:29][C:28]([O:27][C:23]([CH3:24])([CH3:25])[CH3:26])=[O:56])=[NH:31])[S:33][C:34]=3[S:54][CH3:55])(=[O:39])=[O:38])[CH:41]=2)=[C:47]([CH3:53])[CH:48]=1)=[O:21])[CH3:11]. (3) Given the reactants C([C:5]([Br:17])(CCCC)[C:6]1[CH:11]=[CH:10][C:9]([F:12])=[CH:8][CH:7]=1)CCC.C1C=C(Cl)C=C(C(OO)=O)C=1.[S:29]([O-])([O-:31])=[O:30].[Na+].[Na+].C(OCC)(=O)C, predict the reaction product. The product is: [S:29](=[C:5]([Br:17])[C:6]1[CH:11]=[CH:10][C:9]([F:12])=[CH:8][CH:7]=1)(=[O:31])=[O:30]. (4) Given the reactants [F:1][C:2]1[CH:10]=[CH:9][C:5]([C:6](O)=O)=[CH:4][C:3]=1O.Cl[CH2:13][CH:14]1[CH2:16][CH2:15]1.[C:17](=[O:20])([O-])[O-].[K+].[K+].[I-].[K+].C[N:26](C=O)C, predict the reaction product. The product is: [CH:16]1([CH2:15][O:20][C:17]2[CH:6]=[C:5]([CH:9]([NH2:26])[CH3:10])[CH:4]=[CH:3][C:2]=2[F:1])[CH2:14][CH2:13]1. (5) Given the reactants C[O:2][C:3](=[O:40])[C@H:4]([NH:8][C:9]([C@H:11]1[C@H:15]([C:16]2[CH:21]=[CH:20][CH:19]=[C:18]([Cl:22])[C:17]=2[F:23])[C@:14]([C:26]2[CH:31]=[CH:30][C:29]([Cl:32])=[CH:28][C:27]=2[F:33])([C:24]#[N:25])[C@H:13]([CH2:34][C:35]([CH3:38])([CH3:37])[CH3:36])[N:12]1[CH3:39])=[O:10])[CH:5]1[CH2:7][CH2:6]1.[Li+].[OH-], predict the reaction product. The product is: [Cl:22][C:18]1[C:17]([F:23])=[C:16]([C@@H:15]2[C@:14]([C:26]3[CH:31]=[CH:30][C:29]([Cl:32])=[CH:28][C:27]=3[F:33])([C:24]#[N:25])[C@H:13]([CH2:34][C:35]([CH3:37])([CH3:38])[CH3:36])[N:12]([CH3:39])[C@H:11]2[C:9]([NH:8][C@H:4]([CH:5]2[CH2:6][CH2:7]2)[C:3]([OH:40])=[O:2])=[O:10])[CH:21]=[CH:20][CH:19]=1. (6) Given the reactants [CH2:1]([NH2:4])[CH:2]=[CH2:3].[CH3:5][C:6]([O:9][C:10](O[C:10]([O:9][C:6]([CH3:8])([CH3:7])[CH3:5])=[O:11])=[O:11])([CH3:8])[CH3:7].N1C=CN=C1, predict the reaction product. The product is: [CH2:1]([NH:4][C:10](=[O:11])[O:9][C:6]([CH3:8])([CH3:7])[CH3:5])[CH:2]=[CH2:3]. (7) Given the reactants S(Cl)([Cl:3])=O.[CH:5]([C:7]1[CH:12]=[CH:11][CH:10]=[CH:9][C:8]=1[S:13]([O-:16])(=O)=[O:14])=[O:6].[Na+].CN(C=O)C, predict the reaction product. The product is: [CH:5]([C:7]1[CH:12]=[CH:11][CH:10]=[CH:9][C:8]=1[S:13]([Cl:3])(=[O:16])=[O:14])=[O:6].